This data is from Reaction yield outcomes from USPTO patents with 853,638 reactions. The task is: Predict the reaction yield, written as a fraction of the theoretical maximum amount of product (1.0 means a 100% yield; for example, 0.34 means a 34% yield). (1) The reactants are [CH3:1][O:2][C:3]1[CH:8]=[CH:7][C:6]([N:9]2[C:13]3[C:14](=[O:31])[N:15]([C:18]4[CH:23]=[CH:22][C:21]([N:24]5[CH:29]=[CH:28][CH:27]=[CH:26][C:25]5=[O:30])=[CH:20][CH:19]=4)[CH2:16][CH2:17][C:12]=3[C:11]([C:32]#[N:33])=[N:10]2)=[CH:5][CH:4]=1.[N-:34]=[N+:35]=[N-:36].[Na+].[NH4+].[Cl-].C(Cl)(C1C=CC=CC=1)(C1C=CC=CC=1)C1C=CC=CC=1. The catalyst is CN(C=O)C.N1C=CC=CC=1.O. The product is [CH3:1][O:2][C:3]1[CH:8]=[CH:7][C:6]([N:9]2[C:13]3[C:14](=[O:31])[N:15]([C:18]4[CH:23]=[CH:22][C:21]([N:24]5[CH:29]=[CH:28][CH:27]=[CH:26][C:25]5=[O:30])=[CH:20][CH:19]=4)[CH2:16][CH2:17][C:12]=3[C:11]([C:32]3[NH:36][N:35]=[N:34][N:33]=3)=[N:10]2)=[CH:5][CH:4]=1. The yield is 0.0900. (2) The reactants are C([Mg]Cl)(C)C.[Li]CCCC.Br[C:12]1[C:17]([CH3:18])=[CH:16][C:15]([N:19]([CH3:21])[CH3:20])=[CH:14][C:13]=1[F:22].[C:23](=[O:25])=[O:24].[OH-].[Na+]. The catalyst is C1COCC1. The product is [CH3:20][N:19]([CH3:21])[C:15]1[CH:16]=[C:17]([CH3:18])[C:12]([C:23]([OH:25])=[O:24])=[C:13]([F:22])[CH:14]=1. The yield is 0.970.